This data is from Forward reaction prediction with 1.9M reactions from USPTO patents (1976-2016). The task is: Predict the product of the given reaction. (1) The product is: [I:24][C:7]1[C:6]([CH3:9])=[CH:5][C:3]([NH2:4])=[C:2]([CH3:1])[CH:8]=1. Given the reactants [CH3:1][C:2]1[CH:8]=[CH:7][C:6]([CH3:9])=[CH:5][C:3]=1[NH2:4].ClCCl.C(=O)(O)[O-].[Na+].C[N+](C)(C)C.Cl[I-:24]Cl, predict the reaction product. (2) The product is: [CH2:1]([O:3][P:4]([C:9]1[CH:18]=[CH:17][C:16]2[C:11](=[C:12]([C:20]3[C:29]4[C:24](=[CH:25][CH:26]=[CH:27][CH:28]=4)[CH:23]=[CH:22][CH:21]=3)[CH:13]=[C:14]([C:31]3[S:30][CH:34]=[CH:33][CH:32]=3)[CH:15]=2)[N:10]=1)(=[O:8])[O:5][CH2:6][CH3:7])[CH3:2]. Given the reactants [CH2:1]([O:3][P:4]([C:9]1[CH:18]=[CH:17][C:16]2[C:11](=[C:12]([C:20]3[C:29]4[C:24](=[CH:25][CH:26]=[CH:27][CH:28]=4)[CH:23]=[CH:22][CH:21]=3)[CH:13]=[C:14](I)[CH:15]=2)[N:10]=1)(=[O:8])[O:5][CH2:6][CH3:7])[CH3:2].[S:30]1[CH:34]=[CH:33][CH:32]=[C:31]1B(O)O.C([O-])([O-])=O.[K+].[K+], predict the reaction product.